From a dataset of Forward reaction prediction with 1.9M reactions from USPTO patents (1976-2016). Predict the product of the given reaction. (1) The product is: [CH2:1]([O:8][C:9]1[C:13]([C:14](=[O:23])[C:15]2[CH:20]=[CH:19][C:18]([O:21][CH3:22])=[CH:17][CH:16]=2)=[C:12]([O:34][C:28]2[CH:33]=[CH:32][CH:31]=[CH:30][CH:29]=2)[N:11]([CH:25]([CH3:27])[CH3:26])[N:10]=1)[C:2]1[CH:7]=[CH:6][CH:5]=[CH:4][CH:3]=1. Given the reactants [CH2:1]([O:8][C:9]1[C:13]([C:14](=[O:23])[C:15]2[CH:20]=[CH:19][C:18]([O:21][CH3:22])=[CH:17][CH:16]=2)=[C:12](Br)[N:11]([CH:25]([CH3:27])[CH3:26])[N:10]=1)[C:2]1[CH:7]=[CH:6][CH:5]=[CH:4][CH:3]=1.[C:28]1([OH:34])[CH:33]=[CH:32][CH:31]=[CH:30][CH:29]=1.C(=O)([O-])[O-].[K+].[K+].C(O)(=O)CC(CC(O)=O)(C(O)=O)O, predict the reaction product. (2) Given the reactants Cl[C:2]1[CH:11]=[CH:10][N:9]=[C:8]2[C:3]=1[CH:4]=[CH:5][C:6]([CH2:12][CH2:13][CH3:14])=[N:7]2.[NH2:15][C:16]1[CH:21]=[C:20]([NH:22][CH2:23][C:24]2[CH:29]=[CH:28][CH:27]=[CH:26][CH:25]=2)[CH:19]=[CH:18][C:17]=1[S:30][C:31]1[CH:36]=[CH:35][C:34]([OH:37])=[CH:33][CH:32]=1, predict the reaction product. The product is: [CH2:23]([NH:22][C:20]1[CH:19]=[CH:18][C:17]([S:30][C:31]2[CH:32]=[CH:33][C:34]([OH:37])=[CH:35][CH:36]=2)=[C:16]([NH:15][C:2]2[C:3]3[C:8](=[N:7][C:6]([CH2:12][CH2:13][CH3:14])=[CH:5][CH:4]=3)[N:9]=[CH:10][CH:11]=2)[CH:21]=1)[C:24]1[CH:25]=[CH:26][CH:27]=[CH:28][CH:29]=1. (3) Given the reactants Br[C:2]1[CH:3]=[C:4]([CH2:23][CH2:24][CH3:25])[C:5]([O:19][CH2:20][CH2:21][CH3:22])=[C:6]([NH:8][C:9]([NH:11][C:12]2[CH:17]=[CH:16][C:15]([CH3:18])=[CH:14][CH:13]=2)=[O:10])[CH:7]=1.B([C:29]1[CH:37]=[C:36]([F:38])[CH:35]=[CH:34][C:30]=1[C:31]([OH:33])=[O:32])(O)O.BrC1C=C(C(C2C=CC=CC=2)C=C)C(OCCC)=C(NC(NC2C=CC(C)=CC=2)=O)C=1, predict the reaction product. The product is: [F:38][C:36]1[CH:37]=[C:29]([C:2]2[CH:7]=[C:6]([NH:8][C:9]([NH:11][C:12]3[CH:17]=[CH:16][C:15]([CH3:18])=[CH:14][CH:13]=3)=[O:10])[C:5]([O:19][CH2:20][CH2:21][CH3:22])=[C:4]([CH2:23][CH2:24][CH3:25])[CH:3]=2)[C:30]([C:31]([OH:33])=[O:32])=[CH:34][CH:35]=1.